Dataset: Full USPTO retrosynthesis dataset with 1.9M reactions from patents (1976-2016). Task: Predict the reactants needed to synthesize the given product. (1) Given the product [Br:40][CH2:8][C:6]1[C:5]2[C:9]([O:31][CH3:32])=[N:10][N:11]([C:12]([C:13]3[CH:18]=[CH:17][CH:16]=[CH:15][CH:14]=3)([C:19]3[CH:20]=[CH:21][CH:22]=[CH:23][CH:24]=3)[C:25]3[CH:26]=[CH:27][CH:28]=[CH:29][CH:30]=3)[C:4]=2[CH:3]=[C:2]([Cl:1])[N:7]=1, predict the reactants needed to synthesize it. The reactants are: [Cl:1][C:2]1[N:7]=[C:6]([CH3:8])[C:5]2[C:9]([O:31][CH3:32])=[N:10][N:11]([C:12]([C:25]3[CH:30]=[CH:29][CH:28]=[CH:27][CH:26]=3)([C:19]3[CH:24]=[CH:23][CH:22]=[CH:21][CH:20]=3)[C:13]3[CH:18]=[CH:17][CH:16]=[CH:15][CH:14]=3)[C:4]=2[CH:3]=1.C1C(=O)N([Br:40])C(=O)C1. (2) Given the product [CH3:11][O:12][C:13]1[CH:18]=[CH:17][C:16]([C:2]2[CH:3]=[CH:4][C:5]([C:8](=[O:10])[CH3:9])=[N:6][CH:7]=2)=[CH:15][CH:14]=1, predict the reactants needed to synthesize it. The reactants are: Br[C:2]1[CH:3]=[CH:4][C:5]([C:8](=[O:10])[CH3:9])=[N:6][CH:7]=1.[CH3:11][O:12][C:13]1[CH:18]=[CH:17][C:16](B(O)O)=[CH:15][CH:14]=1.C([O-])([O-])=O.[Na+].[Na+]. (3) Given the product [C:1]([C:4]1[CH:9]=[CH:8][N:7]=[C:6]([CH2:10][NH:11][C:12](=[O:18])[O:13][C:14]([CH3:16])([CH3:15])[CH3:17])[CH:5]=1)#[N:2], predict the reactants needed to synthesize it. The reactants are: [C:1]([C:4]1[CH:9]=[CH:8][N:7]=[C:6]([CH2:10][NH:11][C:12](=[O:18])[O:13][C:14]([CH3:17])([CH3:16])[CH3:15])[CH:5]=1)(=O)[NH2:2].CCN(CC)CC.C(OC(C(F)(F)F)=O)(C(F)(F)F)=O. (4) The reactants are: [O:1]1[C:6]2[CH:7]=[CH:8][CH:9]=[CH:10][C:5]=2[O:4][CH2:3][C@@H:2]1[C:11]([N:13]1[CH2:18][CH2:17][CH2:16][C@H:15]([C:19]2[CH:24]=[CH:23][CH:22]=[C:21]([O:25][CH2:26][F:27])[CH:20]=2)[CH2:14]1)=O. Given the product [O:1]1[C:6]2[CH:7]=[CH:8][CH:9]=[CH:10][C:5]=2[O:4][CH2:3][C@@H:2]1[CH2:11][N:13]1[CH2:18][CH2:17][CH2:16][C@H:15]([C:19]2[CH:24]=[CH:23][CH:22]=[C:21]([O:25][CH2:26][F:27])[CH:20]=2)[CH2:14]1, predict the reactants needed to synthesize it. (5) Given the product [F:51][C:49]1([F:52])[CH2:50][CH:47]([C:45]#[C:46][C:27]2[CH:32]=[C:31]([C@@H:33]3[C@@H:37]([C:38]4[CH:43]=[CH:42][CH:41]=[CH:40][CH:39]=4)[O:36][C:35](=[O:44])[NH:34]3)[CH:30]=[CH:29][N:28]=2)[CH2:48]1, predict the reactants needed to synthesize it. The reactants are: CN(C)CC#CC1C=C([C@@H]2[C@@H](C3C=CC=C(F)C=3)OC(=O)N2)C=NC=1.Br[C:27]1[CH:32]=[C:31]([C@@H:33]2[C@@H:37]([C:38]3[CH:43]=[CH:42][CH:41]=[CH:40][CH:39]=3)[O:36][C:35](=[O:44])[NH:34]2)[CH:30]=[CH:29][N:28]=1.[C:45]([CH:47]1[CH2:50][C:49]([F:52])([F:51])[CH2:48]1)#[CH:46]. (6) Given the product [Cl:33][C:30]1[CH:29]=[CH:28][C:27]([C:21]2[C:20](=[O:34])[C:16]3[C:15]([O:23][C:22]=2[CH:24]([CH3:25])[CH3:26])=[C:14]2[C:19](=[CH:18][CH:17]=3)[NH:11][CH:12]=[C:13]2[CH3:35])=[CH:32][CH:31]=1, predict the reactants needed to synthesize it. The reactants are: C(OC([N:11]1[C:19]2[C:14](=[C:15]3[O:23][C:22]([CH:24]([CH3:26])[CH3:25])=[C:21]([C:27]4[CH:32]=[CH:31][C:30]([Cl:33])=[CH:29][CH:28]=4)[C:20](=[O:34])[C:16]3=[CH:17][CH:18]=2)[C:13]([CH3:35])=[CH:12]1)=O)C1C=CC=CC=1. (7) Given the product [CH3:1][O:2][C:3](=[O:19])[CH2:4][CH2:5][NH:6][C:7]([CH:9]1[CH2:10][N:11]([C:13]2[S:14][C:15](=[CH:34][C:30]3[CH:29]=[C:28]4[C:33](=[CH:32][CH:31]=3)[N:25]([CH2:24][C:23]3[CH:36]=[CH:37][C:38]([C:40]([F:43])([F:42])[F:41])=[CH:39][C:22]=3[C:21]([F:45])([F:20])[F:44])[N:26]=[CH:27]4)[C:16](=[O:18])[N:17]=2)[CH2:12]1)=[O:8], predict the reactants needed to synthesize it. The reactants are: [CH3:1][O:2][C:3](=[O:19])[CH2:4][CH2:5][NH:6][C:7]([CH:9]1[CH2:12][N:11]([C:13]2[S:14][CH2:15][C:16](=[O:18])[N:17]=2)[CH2:10]1)=[O:8].[F:20][C:21]([F:45])([F:44])[C:22]1[CH:39]=[C:38]([C:40]([F:43])([F:42])[F:41])[CH:37]=[CH:36][C:23]=1[CH2:24][N:25]1[C:33]2[C:28](=[CH:29][C:30]([CH:34]=O)=[CH:31][CH:32]=2)[CH:27]=[N:26]1. (8) Given the product [C:1]([O:5][C:6]([N:8]1[CH2:13][CH2:12][CH:11]([C@@H:14]2[O:23][C:17]3=[CH:18][N:19]=[C:20]([C:31]4[CH2:32][CH2:33][N:28]([S:25]([CH3:24])(=[O:27])=[O:26])[CH2:29][CH:30]=4)[CH:21]=[C:16]3[CH2:15]2)[CH2:10][CH2:9]1)=[O:7])([CH3:4])([CH3:3])[CH3:2], predict the reactants needed to synthesize it. The reactants are: [C:1]([O:5][C:6]([N:8]1[CH2:13][CH2:12][CH:11]([C@@H:14]2[O:23][C:17]3=[CH:18][N:19]=[C:20](Cl)[CH:21]=[C:16]3[CH2:15]2)[CH2:10][CH2:9]1)=[O:7])([CH3:4])([CH3:3])[CH3:2].[CH3:24][S:25]([N:28]1[CH2:33][CH:32]=[C:31](B2OC(C)(C)C(C)(C)O2)[CH2:30][CH2:29]1)(=[O:27])=[O:26].C([O-])([O-])=O.[Na+].[Na+]. (9) Given the product [CH3:18][N:4]1[C:3]([C:19]([N:21]2[CH2:26][CH2:25][CH:24]([N:27]3[CH2:31][CH2:30][CH2:29][CH2:28]3)[CH2:23][CH2:22]2)=[O:20])=[C:2]([C:34]2[CH:33]=[N:32][CH:37]=[CH:36][CH:35]=2)[N:6]=[C:5]1[C:7]1[CH:12]=[CH:11][CH:10]=[C:9]([O:13][C:14]([F:17])([F:16])[F:15])[CH:8]=1, predict the reactants needed to synthesize it. The reactants are: I[C:2]1[N:6]=[C:5]([C:7]2[CH:12]=[CH:11][CH:10]=[C:9]([O:13][C:14]([F:17])([F:16])[F:15])[CH:8]=2)[N:4]([CH3:18])[C:3]=1[C:19]([N:21]1[CH2:26][CH2:25][CH:24]([N:27]2[CH2:31][CH2:30][CH2:29][CH2:28]2)[CH2:23][CH2:22]1)=[O:20].[N:32]1[CH:37]=[CH:36][CH:35]=[C:34](B(O)O)[CH:33]=1.